This data is from Peptide-MHC class I binding affinity with 185,985 pairs from IEDB/IMGT. The task is: Regression. Given a peptide amino acid sequence and an MHC pseudo amino acid sequence, predict their binding affinity value. This is MHC class I binding data. (1) The peptide sequence is KAIGTVLV. The MHC is HLA-A29:02 with pseudo-sequence HLA-A29:02. The binding affinity (normalized) is 0. (2) The peptide sequence is ILRQNMIAL. The MHC is BoLA-JSP.1 with pseudo-sequence BoLA-JSP.1. The binding affinity (normalized) is 0.519. (3) The MHC is HLA-A33:01 with pseudo-sequence HLA-A33:01. The peptide sequence is YIVHSYLKNY. The binding affinity (normalized) is 0. (4) The peptide sequence is KYYNDILKL. The MHC is HLA-A02:06 with pseudo-sequence HLA-A02:06. The binding affinity (normalized) is 0.399. (5) The peptide sequence is TPKYKFVRI. The MHC is HLA-B53:01 with pseudo-sequence HLA-B53:01. The binding affinity (normalized) is 0.105.